From a dataset of Catalyst prediction with 721,799 reactions and 888 catalyst types from USPTO. Predict which catalyst facilitates the given reaction. (1) Reactant: Br[C:2]1[CH:7]=[CH:6][C:5]([S:8]([NH:11][CH:12]([CH3:14])[CH3:13])(=[O:10])=[O:9])=[CH:4][CH:3]=1.[C:15]([C:17]1[N:21]([CH3:22])[C:20](B(O)O)=[CH:19][CH:18]=1)#[N:16].[F-].[K+].C(P(C(C)(C)C)C(C)(C)C)(C)(C)C. Product: [C:15]([C:17]1[N:21]([CH3:22])[C:20]([C:2]2[CH:7]=[CH:6][C:5]([S:8]([NH:11][CH:12]([CH3:14])[CH3:13])(=[O:10])=[O:9])=[CH:4][CH:3]=2)=[CH:19][CH:18]=1)#[N:16]. The catalyst class is: 110. (2) Reactant: [NH2:1][C:2]1[CH:7]=[CH:6][CH:5]=[CH:4][CH:3]=1.F[P-](F)(F)(F)(F)F.C[N+](C)=C(N(C)C)ON1C2N=CC=CC=2N=N1.C(N(C(C)C)C(C)C)C.[C:41]([O:45][C:46]([N:48]1[CH2:57][CH2:56][C:55]2[C:54]([C:58](O)=[O:59])=[CH:53][CH:52]=[CH:51][C:50]=2[CH2:49]1)=[O:47])([CH3:44])([CH3:43])[CH3:42]. Product: [C:2]1([NH:1][C:58]([C:54]2[CH:53]=[CH:52][CH:51]=[C:50]3[C:55]=2[CH2:56][CH2:57][N:48]([C:46]([O:45][C:41]([CH3:44])([CH3:43])[CH3:42])=[O:47])[CH2:49]3)=[O:59])[CH:7]=[CH:6][CH:5]=[CH:4][CH:3]=1. The catalyst class is: 2. (3) Reactant: O.[Al].[Li].[NH:4]1[C:12]2[C:7](=[CH:8][CH:9]=[CH:10][CH:11]=2)[C:6](C2CC(=O)NC2=O)=[CH:5]1.[OH-].[Na+].O. Product: [N:4]1([C:6]2[C:7]3[C:12](=[CH:11][CH:10]=[CH:9][CH:8]=3)[NH:4][CH:5]=2)[CH2:12][CH2:7][CH2:6][CH2:5]1. The catalyst class is: 1. (4) Reactant: [CH3:1][C:2]1[CH:7]=[CH:6][C:5]([C:8]2[S:12][C:11]3=[N:13][N:14]=[C:15]([C:16]4[CH:21]=[C:20]([O:22][CH3:23])[C:19]([O:24][CH3:25])=[C:18]([O:26][CH3:27])[CH:17]=4)[N:10]3[N:9]=2)=[CH:4][C:3]=1[N+:28]([O-])=O.[Sn](Cl)Cl.[OH-].[Na+]. Product: [NH2:28][C:3]1[CH:4]=[C:5]([C:8]2[S:12][C:11]3=[N:13][N:14]=[C:15]([C:16]4[CH:21]=[C:20]([O:22][CH3:23])[C:19]([O:24][CH3:25])=[C:18]([O:26][CH3:27])[CH:17]=4)[N:10]3[N:9]=2)[CH:6]=[CH:7][C:2]=1[CH3:1]. The catalyst class is: 24. (5) Reactant: [C:1]([S:14]([NH:17][CH3:18])(=[O:16])=[O:15])([C:4]([C:7]([C:10]([F:13])([F:12])[F:11])([F:9])[F:8])([F:6])[F:5])([F:3])[F:2].[OH-].[K+].[CH2:21](Br)[CH:22]=[CH2:23]. Product: [C:1]([S:14]([N:17]([CH2:23][CH:22]=[CH2:21])[CH3:18])(=[O:15])=[O:16])([C:4]([C:7]([C:10]([F:13])([F:11])[F:12])([F:9])[F:8])([F:6])[F:5])([F:3])[F:2]. The catalyst class is: 58. (6) Reactant: [N:1]([CH2:4][CH2:5][C:6]1[CH:11]=[CH:10][CH:9]=[CH:8][CH:7]=1)=[C:2]=[O:3].[NH2:12][CH2:13][CH2:14][CH2:15][CH2:16][C:17]([CH3:21])([CH3:20])[CH2:18][OH:19]. Product: [OH:19][CH2:18][C:17]([CH3:21])([CH3:20])[CH2:16][CH2:15][CH2:14][CH2:13][NH:12][C:2]([NH:1][CH2:4][CH2:5][C:6]1[CH:11]=[CH:10][CH:9]=[CH:8][CH:7]=1)=[O:3]. The catalyst class is: 2.